Task: Predict the reactants needed to synthesize the given product.. Dataset: Full USPTO retrosynthesis dataset with 1.9M reactions from patents (1976-2016) (1) The reactants are: C([O:5][C:6](=[O:22])[CH2:7][O:8][C:9]1[CH:10]=[N:11][C:12]([C:15]2[CH:20]=[CH:19][C:18]([F:21])=[CH:17][CH:16]=2)=[CH:13][CH:14]=1)(C)(C)C.[C:23]([OH:29])([C:25]([F:28])([F:27])[F:26])=[O:24]. Given the product [F:26][C:25]([F:28])([F:27])[C:23]([OH:29])=[O:24].[F:21][C:18]1[CH:17]=[CH:16][C:15]([C:12]2[N:11]=[CH:10][C:9]([O:8][CH2:7][C:6]([OH:22])=[O:5])=[CH:14][CH:13]=2)=[CH:20][CH:19]=1, predict the reactants needed to synthesize it. (2) Given the product [C:32]([N:2]1[CH2:3][CH2:4][CH:5]([NH:8][C:9]([C:11]2[C:15]3[N:16]=[CH:17][N:18]=[C:19]([C:20]4[CH:25]=[C:24]([F:26])[CH:23]=[CH:22][C:21]=4[O:27][CH2:28][CH:29]4[CH2:30][CH2:31]4)[C:14]=3[NH:13][CH:12]=2)=[O:10])[CH2:6][CH2:7]1)(=[O:35])[CH2:33][CH3:34], predict the reactants needed to synthesize it. The reactants are: Cl.[NH:2]1[CH2:7][CH2:6][CH:5]([NH:8][C:9]([C:11]2[C:15]3[N:16]=[CH:17][N:18]=[C:19]([C:20]4[CH:25]=[C:24]([F:26])[CH:23]=[CH:22][C:21]=4[O:27][CH2:28][CH:29]4[CH2:31][CH2:30]4)[C:14]=3[NH:13][CH:12]=2)=[O:10])[CH2:4][CH2:3]1.[C:32](Cl)(=[O:35])[CH2:33][CH3:34]. (3) Given the product [Cl:1][C:2]1[CH:9]=[CH:8][CH:7]=[C:6]([CH3:10])[C:3]=1[CH2:4][OH:5], predict the reactants needed to synthesize it. The reactants are: [Cl:1][C:2]1[CH:9]=[CH:8][CH:7]=[C:6]([CH3:10])[C:3]=1[CH:4]=[O:5].[BH4-].[Na+]. (4) The reactants are: [C:1](Cl)(Cl)=[O:2].[C:5]([O:9][C:10](=[O:31])[NH:11][CH2:12][C@H:13]([OH:30])[CH2:14][NH:15][C:16]1[CH:17]=[C:18]2[C:22](=[CH:23][CH:24]=1)[N:21]([CH:25]([CH3:28])[CH2:26][F:27])[C:20](=[O:29])[CH2:19]2)([CH3:8])([CH3:7])[CH3:6].C(N(CC)CC)C. Given the product [C:5]([O:9][C:10](=[O:31])[NH:11][CH2:12][C@@H:13]1[O:30][C:1](=[O:2])[N:15]([C:16]2[CH:17]=[C:18]3[C:22](=[CH:23][CH:24]=2)[N:21]([CH:25]([CH3:28])[CH2:26][F:27])[C:20](=[O:29])[CH2:19]3)[CH2:14]1)([CH3:6])([CH3:7])[CH3:8], predict the reactants needed to synthesize it. (5) Given the product [Br:1][C:2]1[CH:7]=[CH:6][C:5]([Cl:8])=[CH:4][C:3]=1[C@H:9]([NH:11][C:28](=[O:27])[O:30][C:31]([CH3:34])([CH3:33])[CH3:32])[CH3:10], predict the reactants needed to synthesize it. The reactants are: [Br:1][C:2]1[CH:7]=[CH:6][C:5]([Cl:8])=[CH:4][C:3]=1[C@H:9]([NH:11][S@](C(C)(C)C)=O)[CH3:10].CC1OCCC1.Cl.[OH-].[Na+].[O:27](C(OC(C)(C)C)=O)[C:28]([O:30][C:31]([CH3:34])([CH3:33])[CH3:32])=O. (6) Given the product [CH3:1][O:2][C:3]([N:5]1[C:13]2[C:8](=[CH:9][CH:10]=[CH:11][CH:12]=2)[CH:7]=[CH:6]1)=[O:4], predict the reactants needed to synthesize it. The reactants are: [CH3:1][O:2][C:3]([N:5]1[C:13]2[C:8](=[CH:9][CH:10]=[CH:11][CH:12]=2)[C:7](CC(OCC)=O)=[CH:6]1)=[O:4].[Li+].CC([N-]C(C)C)C.IC. (7) Given the product [C:1]1([CH3:19])[CH:6]=[C:5]([CH3:7])[CH:4]=[C:3]([CH3:8])[C:2]=1[S:9]([O:12][NH2:13])(=[O:11])=[O:10], predict the reactants needed to synthesize it. The reactants are: [C:1]1([CH3:19])[CH:6]=[C:5]([CH3:7])[CH:4]=[C:3]([CH3:8])[C:2]=1[S:9]([O:12][N:13]=C(OCC)C)(=[O:11])=[O:10].Cl(O)(=O)(=O)=O. (8) Given the product [CH2:1]([C@@H:5]1[N:10]([CH2:17][C:18]2[CH:23]=[CH:22][C:21]([O:24][C:25]([F:26])([F:27])[F:28])=[CH:20][CH:19]=2)[CH2:9][C@H:8]([CH2:11][CH:12]([CH3:14])[CH3:13])[NH:7][C:6]1=[O:15])[CH:2]([CH3:4])[CH3:3], predict the reactants needed to synthesize it. The reactants are: [CH2:1]([C@@H:5]1[NH:10][CH2:9][C@H:8]([CH2:11][CH:12]([CH3:14])[CH3:13])[NH:7][C:6]1=[O:15])[CH:2]([CH3:4])[CH3:3].Br[CH2:17][C:18]1[CH:23]=[CH:22][C:21]([O:24][C:25]([F:28])([F:27])[F:26])=[CH:20][CH:19]=1.FC1C=CC(CN2C[C@H](CC(C)C)NC(=O)[C@@H]2CC(C)C)=C(C(F)(F)F)C=1.